From a dataset of Full USPTO retrosynthesis dataset with 1.9M reactions from patents (1976-2016). Predict the reactants needed to synthesize the given product. Given the product [CH3:26][O:21][N:20]=[CH:19][C:4]1[C:3]([S:22]([CH3:24])=[O:23])=[C:2]([NH2:1])[N:6]([C:7]2[C:12]([Cl:13])=[CH:11][C:10]([C:14]([F:17])([F:16])[F:15])=[CH:9][C:8]=2[Cl:18])[N:5]=1, predict the reactants needed to synthesize it. The reactants are: [NH2:1][C:2]1[N:6]([C:7]2[C:12]([Cl:13])=[CH:11][C:10]([C:14]([F:17])([F:16])[F:15])=[CH:9][C:8]=2[Cl:18])[N:5]=[C:4]([CH:19]=[N:20][OH:21])[C:3]=1[S:22]([CH3:24])=[O:23].[O-][CH2:26]C.[Na+].IC.